From a dataset of Forward reaction prediction with 1.9M reactions from USPTO patents (1976-2016). Predict the product of the given reaction. (1) Given the reactants C1(P(C2C=CC=CC=2)C2C=CC=CC=2)C=CC=CC=1.BrN1C(=O)CCC1=O.[CH:28]1([CH2:33][C@H:34]([C:38]2[CH:43]=[CH:42][C:41]([Cl:44])=[C:40]([Cl:45])[CH:39]=2)[C:35]([OH:37])=O)[CH2:32][CH2:31][CH2:30][CH2:29]1.[NH2:46][C:47]1[O:48][C:49]2[CH:55]=[CH:54][CH:53]=[CH:52][C:50]=2[N:51]=1.N1C=CC=CC=1, predict the reaction product. The product is: [O:48]1[C:49]2[CH:55]=[CH:54][CH:53]=[CH:52][C:50]=2[N:51]=[C:47]1[NH:46][C:35](=[O:37])[C@@H:34]([C:38]1[CH:43]=[CH:42][C:41]([Cl:44])=[C:40]([Cl:45])[CH:39]=1)[CH2:33][CH:28]1[CH2:29][CH2:30][CH2:31][CH2:32]1. (2) Given the reactants O[CH2:2][C@@H]([C@H]([C@@H]([C@@H](CO)O)O)O)O.C1CCCCC1.[Br:19][C:20]1[CH:21]=[C:22]([CH:25]=[CH:26][C:27]=1[CH2:28][CH3:29])[CH:23]=[O:24].CO, predict the reaction product. The product is: [Br:19][C:20]1[CH:21]=[C:22]([CH:25]=[CH:26][C:27]=1[CH:28]([CH3:2])[CH3:29])[CH:23]=[O:24]. (3) Given the reactants C([O:8][C:9]1[CH:14]=[CH:13][C:12]([N:15]2[C:19]3[CH:20]=[CH:21][CH:22]=[CH:23][C:18]=3[N:17]=[C:16]2[C:24]2[N:25]([CH:29]([CH3:31])[CH3:30])[CH:26]=[CH:27][CH:28]=2)=[CH:11][CH:10]=1)C1C=CC=CC=1, predict the reaction product. The product is: [CH:29]([N:25]1[CH:26]=[CH:27][CH:28]=[C:24]1[C:16]1[N:15]([C:12]2[CH:13]=[CH:14][C:9]([OH:8])=[CH:10][CH:11]=2)[C:19]2[CH:20]=[CH:21][CH:22]=[CH:23][C:18]=2[N:17]=1)([CH3:31])[CH3:30]. (4) Given the reactants C(N(CC)CC)C.I[Si](C)(C)C.C(OC([N:20]1[CH2:25][C:24](=[O:26])[N:23]([C:27]2[CH:32]=[CH:31][CH:30]=[CH:29][C:28]=2[O:33][CH2:34][O:35][CH3:36])[CH2:22][C:21]1([CH3:38])[CH3:37])=O)(C)(C)C.C(=O)(O)[O-].[Na+], predict the reaction product. The product is: [CH3:36][O:35][CH2:34][O:33][C:28]1[CH:29]=[CH:30][CH:31]=[CH:32][C:27]=1[N:23]1[CH2:22][C:21]([CH3:37])([CH3:38])[NH:20][CH2:25][C:24]1=[O:26].